Task: Regression. Given a peptide amino acid sequence and an MHC pseudo amino acid sequence, predict their binding affinity value. This is MHC class II binding data.. Dataset: Peptide-MHC class II binding affinity with 134,281 pairs from IEDB (1) The peptide sequence is LIGPTPVNIIGRNLLTQLGC. The MHC is DRB1_0401 with pseudo-sequence DRB1_0401. The binding affinity (normalized) is 0.164. (2) The peptide sequence is LGWNIITFKDKTDIH. The MHC is HLA-DQA10501-DQB10402 with pseudo-sequence HLA-DQA10501-DQB10402. The binding affinity (normalized) is 0.460.